Dataset: Forward reaction prediction with 1.9M reactions from USPTO patents (1976-2016). Task: Predict the product of the given reaction. (1) The product is: [Cl:1][C:2]1[CH:3]=[CH:4][C:5]2[N:11]3[CH:12]=[CH:13][CH:14]=[C:10]3[C@@H:9]([CH2:15][CH2:16][C:17]([N:31]3[CH2:36][CH2:35][CH:34]([CH2:37][C:38]([O:40][CH2:41][CH3:42])=[O:39])[CH2:33][CH2:32]3)=[O:18])[O:8][C@H:7]([C:20]3[CH:25]=[CH:24][CH:23]=[C:22]([O:26][CH3:27])[C:21]=3[O:28][CH3:29])[C:6]=2[CH:30]=1. Given the reactants [Cl:1][C:2]1[CH:3]=[CH:4][C:5]2[N:11]3[CH:12]=[CH:13][CH:14]=[C:10]3[C@@H:9]([CH2:15][CH2:16][C:17](O)=[O:18])[O:8][C@H:7]([C:20]3[CH:25]=[CH:24][CH:23]=[C:22]([O:26][CH3:27])[C:21]=3[O:28][CH3:29])[C:6]=2[CH:30]=1.[NH:31]1[CH2:36][CH2:35][CH:34]([CH2:37][C:38]([O:40][CH2:41][CH3:42])=[O:39])[CH2:33][CH2:32]1.ON1C2C=CC=CC=2N=N1.Cl.C(N=C=NCCCN(C)C)C, predict the reaction product. (2) Given the reactants [CH:1]1[CH:2]=[CH:3][C:4]2[N:16]([C:17]([NH2:19])=[O:18])[C:15]3[CH:14]=[CH:13][CH:12]=[CH:11][C:10]=3[C:8](=[O:9])[CH2:7][C:5]=2[CH:6]=1.C(O)=O.C(N(CC)CC)C, predict the reaction product. The product is: [CH:1]1[CH:2]=[CH:3][C:4]2[N:16]([C:17]([NH2:19])=[O:18])[C:15]3[CH:14]=[CH:13][CH:12]=[CH:11][C:10]=3[C@@H:8]([OH:9])[CH2:7][C:5]=2[CH:6]=1. (3) Given the reactants [I:1][C:2]1[CH:3]=[C:4]([N:8]2[CH2:12][C:11](=[O:13])[NH:10][C:9]2=[O:14])[CH:5]=[CH:6][CH:7]=1.[OH-].[K+].S(OC)(O[CH3:21])(=O)=O, predict the reaction product. The product is: [I:1][C:2]1[CH:3]=[C:4]([N:8]2[CH2:12][C:11](=[O:13])[N:10]([CH3:21])[C:9]2=[O:14])[CH:5]=[CH:6][CH:7]=1. (4) Given the reactants [Br:1][C:2]1[CH:7]=[C:6]([Cl:8])[CH:5]=[CH:4][C:3]=1[NH:9][S:10]([C:13]1[CH:18]=[CH:17][C:16]([C:19]([CH3:22])([CH3:21])[CH3:20])=[CH:15][CH:14]=1)(=[O:12])=[O:11].C([O-])([O-])=O.[K+].[K+].[CH3:29][O:30][CH2:31]Cl, predict the reaction product. The product is: [Br:1][C:2]1[CH:7]=[C:6]([Cl:8])[CH:5]=[CH:4][C:3]=1[N:9]([CH2:29][O:30][CH3:31])[S:10]([C:13]1[CH:18]=[CH:17][C:16]([C:19]([CH3:22])([CH3:21])[CH3:20])=[CH:15][CH:14]=1)(=[O:12])=[O:11]. (5) Given the reactants [Br:1][C:2]1[CH:3]=[C:4]([C:11]([N:13]2[C:26]3[CH:25]=[N:24][C:23]4[C:18](=[CH:19][CH:20]=[CH:21][CH:22]=4)[C:17]=3[O:16][CH2:15][CH2:14]2)=[O:12])[CH:5]=[C:6]([Br:10])[C:7]=1[O:8]C.[Br-].[Li+].N1CCNCC1.Cl, predict the reaction product. The product is: [Br:10][C:6]1[CH:5]=[C:4]([C:11]([N:13]2[C:26]3[CH:25]=[N:24][C:23]4[C:18](=[CH:19][CH:20]=[CH:21][CH:22]=4)[C:17]=3[O:16][CH2:15][CH2:14]2)=[O:12])[CH:3]=[C:2]([Br:1])[C:7]=1[OH:8]. (6) Given the reactants [CH3:1][O:2][C:3]1[CH:8]=[CH:7][CH:6]=[C:5]([N+:9]([O-])=O)[C:4]=1[N:12]1[CH2:18][CH2:17][CH2:16][N:15]([CH2:19][C:20]2[S:24][C:23]([C:25]3[CH:30]=[CH:29][CH:28]=[CH:27][CH:26]=3)=[N:22][CH:21]=2)[CH2:14][CH2:13]1.[H][H], predict the reaction product. The product is: [CH3:1][O:2][C:3]1[C:4]([N:12]2[CH2:18][CH2:17][CH2:16][N:15]([CH2:19][C:20]3[S:24][C:23]([C:25]4[CH:30]=[CH:29][CH:28]=[CH:27][CH:26]=4)=[N:22][CH:21]=3)[CH2:14][CH2:13]2)=[C:5]([NH2:9])[CH:6]=[CH:7][CH:8]=1. (7) Given the reactants [CH2:1]([O:3][C:4]([C:6]1([C:9]2[CH:14]=[CH:13][C:12]([C:15]3[CH:20]=[CH:19][C:18]([C:21]4[S:22][C:23]([F:29])=CC=4C(O)=O)=[CH:17][CH:16]=3)=[CH:11][CH:10]=2)[CH2:8][CH2:7]1)=[O:5])[CH3:2].C([N:32]([CH2:35][CH3:36])[CH2:33]C)C.C1(P(N=[N+]=[N-])(C2C=CC=CC=2)=[O:44])C=CC=CC=1.[S:54]1[CH:58]=[CH:57][CH:56]=[C:55]1[C@H:59]([OH:61])[CH3:60], predict the reaction product. The product is: [CH2:1]([O:3][C:4]([C:6]1([C:9]2[CH:10]=[CH:11][C:12]([C:15]3[CH:20]=[CH:19][C:18]([C:21]4[S:22][C:23]([F:29])=[CH:36][C:35]=4[NH:32][C:33]([O:61][C@@H:59]([C:55]4[S:54][CH:58]=[CH:57][CH:56]=4)[CH3:60])=[O:44])=[CH:17][CH:16]=3)=[CH:13][CH:14]=2)[CH2:7][CH2:8]1)=[O:5])[CH3:2].